This data is from Full USPTO retrosynthesis dataset with 1.9M reactions from patents (1976-2016). The task is: Predict the reactants needed to synthesize the given product. (1) Given the product [C:38]([O:3][C:4]1[CH:19]=[C:18]([C:20]2[CH:25]=[CH:24][CH:23]=[CH:22][CH:21]=2)[CH:17]=[CH:16][C:5]=1[C:6]1([O:15][C:26](=[O:29])[CH3:27])[C:2](=[O:1])[C:13]2[C:8](=[CH:9][CH:10]=[CH:11][CH:12]=2)[C:7]1=[O:14])(=[O:39])[CH3:37], predict the reactants needed to synthesize it. The reactants are: [OH:1][C:2]12[C:13]3[C:8](=[CH:9][CH:10]=[CH:11][CH:12]=3)[C:7](=[O:14])[C:6]1([OH:15])[C:5]1[CH:16]=[CH:17][C:18]([C:20]3[CH:25]=[CH:24][CH:23]=[CH:22][CH:21]=3)=[CH:19][C:4]=1[O:3]2.[C:26]([OH:29])(=O)[CH3:27].N1C=CC=CC=1.C1C[O:39][CH2:38][CH2:37]1. (2) Given the product [Cl:1][C:2]1[CH:29]=[CH:28][C:5]([CH2:6][N:7]2[C:15]3[C:10](=[CH:11][C:12](/[CH:16]=[C:17]4/[C:18](=[O:27])[N:19]([CH2:23][C:24]([NH:38][S:35]([CH3:34])(=[O:37])=[O:36])=[O:25])[C:20](=[O:22])[S:21]/4)=[CH:13][CH:14]=3)[CH:9]=[N:8]2)=[C:4]([C:30]([F:33])([F:31])[F:32])[CH:3]=1, predict the reactants needed to synthesize it. The reactants are: [Cl:1][C:2]1[CH:29]=[CH:28][C:5]([CH2:6][N:7]2[C:15]3[C:10](=[CH:11][C:12](/[CH:16]=[C:17]4/[C:18](=[O:27])[N:19]([CH2:23][C:24](O)=[O:25])[C:20](=[O:22])[S:21]/4)=[CH:13][CH:14]=3)[CH:9]=[N:8]2)=[C:4]([C:30]([F:33])([F:32])[F:31])[CH:3]=1.[CH3:34][S:35]([NH2:38])(=[O:37])=[O:36]. (3) Given the product [Br:1][C:2]1[CH:7]=[CH:6][CH:5]=[CH:4][C:3]=1[CH2:8][N:9]1[C:14](=[O:15])[C:13]([C:32]([NH:31][CH2:34][C:35]([OH:37])=[O:36])=[O:33])=[C:12]([OH:16])[N:11]([C:17]([CH3:18])([CH3:20])[CH3:19])[C:10]1=[O:21], predict the reactants needed to synthesize it. The reactants are: [Br:1][C:2]1[CH:7]=[CH:6][CH:5]=[CH:4][C:3]=1[CH2:8][N:9]1[C:14](=[O:15])[CH2:13][C:12](=[O:16])[N:11]([C:17]([CH3:20])([CH3:19])[CH3:18])[C:10]1=[O:21].C(N(C(C)C)CC)(C)C.[N:31]([CH2:34][C:35]([O:37]CC)=[O:36])=[C:32]=[O:33]. (4) Given the product [NH2:31][CH2:32][CH2:33][N:34]1[C:38](=[O:39])/[C:37](=[CH:6]/[C:5]2[CH:8]=[CH:9][CH:10]=[CH:11][C:4]=2[O:3][CH2:1][CH3:2])/[S:36][C:35]1=[O:40], predict the reactants needed to synthesize it. The reactants are: [CH2:1]([O:3][C:4]1[CH:11]=[CH:10][CH:9]=[CH:8][C:5]=1[CH:6]=O)[CH3:2].C([NH:31][CH2:32][CH2:33][N:34]1[C:38](=[O:39])[CH2:37][S:36][C:35]1=[O:40])(C1C=CC=CC=1)(C1C=CC=CC=1)C1C=CC=CC=1.N1CCCCC1.NCCN1C(=O)/C(=C/C2C=CC=CC=2)/SC1=O. (5) The reactants are: CN(C(ON1N=NC2C=CC=CC1=2)=[N+](C)C)C.[B-](F)(F)(F)F.[O:23]1[C:27]([C:28]([OH:30])=O)=[CH:26][N:25]=[CH:24]1.FC(F)(F)C(O)=O.[CH3:38][O:39][C:40]1[CH:60]=[CH:59][C:43]([O:44][C:45]2[CH:58]=[CH:57][C:48]([CH2:49][NH:50][C:51]([C:53]3([NH2:56])[CH2:55][CH2:54]3)=[O:52])=[CH:47][CH:46]=2)=[C:42]([C:61]([F:64])([F:63])[F:62])[CH:41]=1. Given the product [CH3:38][O:39][C:40]1[CH:60]=[CH:59][C:43]([O:44][C:45]2[CH:58]=[CH:57][C:48]([CH2:49][NH:50][C:51]([C:53]3([NH:56][C:28]([C:27]4[O:23][CH:24]=[N:25][CH:26]=4)=[O:30])[CH2:54][CH2:55]3)=[O:52])=[CH:47][CH:46]=2)=[C:42]([C:61]([F:62])([F:63])[F:64])[CH:41]=1, predict the reactants needed to synthesize it. (6) Given the product [N+:16]([C:11]1[CH:12]=[CH:13][CH:14]=[CH:15][C:10]=1[NH:2][CH2:3][CH2:4][C:5]([O:7][CH3:8])=[O:6])([O-:18])=[O:17], predict the reactants needed to synthesize it. The reactants are: Cl.[NH2:2][CH2:3][CH2:4][C:5]([O:7][CH3:8])=[O:6].F[C:10]1[CH:15]=[CH:14][CH:13]=[CH:12][C:11]=1[N+:16]([O-:18])=[O:17].C([O-])([O-])=O.[K+].[K+].O. (7) Given the product [Cl:29][C:15]1[C:16]([NH:21][S:22]([CH2:25][CH:26]([CH3:27])[CH3:28])(=[O:23])=[O:24])=[CH:17][CH:18]=[C:19]([F:20])[C:14]=1[NH:13][C:11]([C:8]1[C:4]2[N:5]=[CH:6][N:7]=[C:2]([NH2:30])[C:3]=2[S:10][CH:9]=1)=[O:12], predict the reactants needed to synthesize it. The reactants are: Cl[C:2]1[C:3]2[S:10][CH:9]=[C:8]([C:11]([NH:13][C:14]3[C:19]([F:20])=[CH:18][CH:17]=[C:16]([NH:21][S:22]([CH2:25][CH:26]([CH3:28])[CH3:27])(=[O:24])=[O:23])[C:15]=3[Cl:29])=[O:12])[C:4]=2[N:5]=[CH:6][N:7]=1.[NH3:30].